From a dataset of NCI-60 drug combinations with 297,098 pairs across 59 cell lines. Regression. Given two drug SMILES strings and cell line genomic features, predict the synergy score measuring deviation from expected non-interaction effect. (1) Drug 1: CNC(=O)C1=CC=CC=C1SC2=CC3=C(C=C2)C(=NN3)C=CC4=CC=CC=N4. Drug 2: CC1=C(C(CCC1)(C)C)C=CC(=CC=CC(=CC(=O)O)C)C. Cell line: 786-0. Synergy scores: CSS=-1.26, Synergy_ZIP=0.607, Synergy_Bliss=-2.42, Synergy_Loewe=-3.75, Synergy_HSA=-4.28. (2) Drug 1: CCC1=CC2CC(C3=C(CN(C2)C1)C4=CC=CC=C4N3)(C5=C(C=C6C(=C5)C78CCN9C7C(C=CC9)(C(C(C8N6C)(C(=O)OC)O)OC(=O)C)CC)OC)C(=O)OC.C(C(C(=O)O)O)(C(=O)O)O. Drug 2: CCCCC(=O)OCC(=O)C1(CC(C2=C(C1)C(=C3C(=C2O)C(=O)C4=C(C3=O)C=CC=C4OC)O)OC5CC(C(C(O5)C)O)NC(=O)C(F)(F)F)O. Cell line: T-47D. Synergy scores: CSS=35.2, Synergy_ZIP=-9.36, Synergy_Bliss=-1.55, Synergy_Loewe=-0.390, Synergy_HSA=0.147. (3) Drug 1: COC1=NC(=NC2=C1N=CN2C3C(C(C(O3)CO)O)O)N. Drug 2: C1=CC=C(C(=C1)C(C2=CC=C(C=C2)Cl)C(Cl)Cl)Cl. Cell line: A498. Synergy scores: CSS=25.5, Synergy_ZIP=-6.70, Synergy_Bliss=0.736, Synergy_Loewe=-10.2, Synergy_HSA=1.02. (4) Drug 1: CC1C(C(CC(O1)OC2CC(CC3=C2C(=C4C(=C3O)C(=O)C5=C(C4=O)C(=CC=C5)OC)O)(C(=O)C)O)N)O.Cl. Drug 2: C(CCl)NC(=O)N(CCCl)N=O. Cell line: PC-3. Synergy scores: CSS=9.67, Synergy_ZIP=-6.16, Synergy_Bliss=-5.05, Synergy_Loewe=-4.08, Synergy_HSA=-4.06. (5) Drug 1: C1C(C(OC1N2C=NC3=C(N=C(N=C32)Cl)N)CO)O. Drug 2: B(C(CC(C)C)NC(=O)C(CC1=CC=CC=C1)NC(=O)C2=NC=CN=C2)(O)O. Cell line: HT29. Synergy scores: CSS=33.6, Synergy_ZIP=-5.48, Synergy_Bliss=-11.1, Synergy_Loewe=-26.7, Synergy_HSA=-10.4.